This data is from Full USPTO retrosynthesis dataset with 1.9M reactions from patents (1976-2016). The task is: Predict the reactants needed to synthesize the given product. (1) Given the product [C:22]([O:21][C:19]([N:13]1[CH2:18][CH2:17][N:16]([C:8]2[CH:7]=[N:6][C:5]3[C:10](=[CH:11][C:2]([Br:1])=[CH:3][CH:4]=3)[N:9]=2)[CH2:15][CH2:14]1)=[O:20])([CH3:25])([CH3:23])[CH3:24], predict the reactants needed to synthesize it. The reactants are: [Br:1][C:2]1[CH:11]=[C:10]2[C:5]([N:6]=[CH:7][C:8](Cl)=[N:9]2)=[CH:4][CH:3]=1.[N:13]1([C:19]([O:21][C:22]([CH3:25])([CH3:24])[CH3:23])=[O:20])[CH2:18][CH2:17][NH:16][CH2:15][CH2:14]1.C([O-])([O-])=O.[K+].[K+]. (2) Given the product [CH:32]1([C:35]2[C:36]([O:49][CH2:50][C@@H:51]3[CH2:56][CH2:55][C@@H:54]([CH3:57])[N:53]([C@H:58]([C:60]4[CH:65]=[C:64]([Cl:66])[CH:63]=[C:62]([Cl:67])[CH:61]=4)[CH3:59])[CH2:52]3)=[CH:37][C:38]([F:48])=[C:39]([CH:47]=2)[C:40]([OH:42])=[O:41])[CH2:34][CH2:33]1, predict the reactants needed to synthesize it. The reactants are: C(OC(C1C(F)=CC(O[C@@H]2CCCN(C(OC(C)(C)C)=O)C2)=C(C2CC2)C=1)=O)(C)(C)C.[CH:32]1([C:35]2[C:36]([O:49][CH2:50][C@@H:51]3[CH2:56][CH2:55][C@@H:54]([CH3:57])[N:53]([C@H:58]([C:60]4[CH:65]=[C:64]([Cl:66])[CH:63]=[C:62]([Cl:67])[CH:61]=4)[CH3:59])[CH2:52]3)=[CH:37][C:38]([F:48])=[C:39]([CH:47]=2)[C:40]([O:42]C(C)(C)C)=[O:41])[CH2:34][CH2:33]1. (3) Given the product [CH3:1][O:2][C:3](=[O:26])[CH2:4][C@H:5]1[C:9]2[CH:10]=[CH:11][C:12]([O:14][C@H:15]3[C:23]4[C:18](=[C:19]([O:25][C:35]5[CH:34]=[CH:33][C:31]6[N:32]=[C:28]([CH3:27])[O:29][C:30]=6[CH:36]=5)[CH:20]=[CH:21][C:22]=4[F:24])[CH2:17][CH2:16]3)=[CH:13][C:8]=2[O:7][CH2:6]1, predict the reactants needed to synthesize it. The reactants are: [CH3:1][O:2][C:3](=[O:26])[CH2:4][C@H:5]1[C:9]2[CH:10]=[CH:11][C:12]([O:14][C@H:15]3[C:23]4[C:18](=[C:19]([OH:25])[CH:20]=[CH:21][C:22]=4[F:24])[CH2:17][CH2:16]3)=[CH:13][C:8]=2[O:7][CH2:6]1.[CH3:27][C:28]1[O:29][C:30]2[CH:36]=[C:35](B(O)O)[CH:34]=[CH:33][C:31]=2[N:32]=1.BrC1C=CC2N=C(C)OC=2C=1. (4) The reactants are: C([O:4][C:5]1[C:6]([CH3:23])=[C:7]([CH3:22])[C:8]2[O:12][C:11]([CH3:13])=[C:10]([C:14]3[CH:19]=[CH:18][CH:17]=[CH:16][CH:15]=3)[C:9]=2[C:20]=1[CH3:21])(=O)C.[OH-].[Na+]. Given the product [CH3:13][C:11]1[O:12][C:8]2[C:7]([CH3:22])=[C:6]([CH3:23])[C:5]([OH:4])=[C:20]([CH3:21])[C:9]=2[C:10]=1[C:14]1[CH:15]=[CH:16][CH:17]=[CH:18][CH:19]=1, predict the reactants needed to synthesize it. (5) Given the product [CH:18]1([NH:21][C:22]([C:24]2[CH:25]=[C:26]([F:34])[C:27]([CH3:33])=[C:28]([C:2]3[CH:3]=[C:4]4[C:8](=[CH:9][CH:10]=3)[N:7]([C:11]([O:13][C:14]([CH3:17])([CH3:16])[CH3:15])=[O:12])[N:6]=[CH:5]4)[CH:29]=2)=[O:23])[CH2:20][CH2:19]1, predict the reactants needed to synthesize it. The reactants are: Br[C:2]1[CH:3]=[C:4]2[C:8](=[CH:9][CH:10]=1)[N:7]([C:11]([O:13][C:14]([CH3:17])([CH3:16])[CH3:15])=[O:12])[N:6]=[CH:5]2.[CH:18]1([NH:21][C:22]([C:24]2[CH:25]=[C:26]([F:34])[C:27]([CH3:33])=[C:28](B(O)O)[CH:29]=2)=[O:23])[CH2:20][CH2:19]1.C(=O)([O-])[O-].[Na+].[Na+]. (6) Given the product [Cl:23][C:24]1[CH:29]=[CH:28][CH:27]=[CH:26][C:25]=1[C:17]1[CH:18]=[CH:19][CH:20]=[C:15]([C:14]([NH:13][CH2:12][CH2:11][C:5]2[C:4]3[C:8](=[CH:9][CH:10]=[C:2]([Cl:1])[CH:3]=3)[NH:7][CH:6]=2)=[O:22])[CH:16]=1, predict the reactants needed to synthesize it. The reactants are: [Cl:1][C:2]1[CH:3]=[C:4]2[C:8](=[CH:9][CH:10]=1)[NH:7][CH:6]=[C:5]2[CH2:11][CH2:12][NH:13][C:14](=[O:22])[C:15]1[CH:20]=[CH:19][CH:18]=[C:17](I)[CH:16]=1.[Cl:23][C:24]1[CH:29]=[CH:28][CH:27]=[CH:26][C:25]=1B(O)O.C(=O)([O-])[O-].[Na+].[Na+].